This data is from Full USPTO retrosynthesis dataset with 1.9M reactions from patents (1976-2016). The task is: Predict the reactants needed to synthesize the given product. (1) Given the product [F:14][C:15]1[CH:20]=[CH:19][C:18]([C:21](=[O:29])[CH2:22][N:23]2[CH2:24][CH2:25][N:26]([C:10]([C:6]3[C:5]4[N:4]([CH:3]=[CH:2][N:1]=4)[CH:9]=[CH:8][CH:7]=3)=[O:12])[CH2:27][CH2:28]2)=[CH:17][CH:16]=1, predict the reactants needed to synthesize it. The reactants are: [N:1]1[CH:2]=[CH:3][N:4]2[CH:9]=[CH:8][CH:7]=[C:6]([C:10]([OH:12])=O)[C:5]=12.Cl.[F:14][C:15]1[CH:20]=[CH:19][C:18]([C:21](=[O:29])[CH2:22][N:23]2[CH2:28][CH2:27][NH:26][CH2:25][CH2:24]2)=[CH:17][CH:16]=1. (2) Given the product [C:1]([C:5]1[CH:9]=[C:8]([NH:10][C:18](=[O:19])[O:20][C:21]2[CH:26]=[CH:25][CH:24]=[CH:23][CH:22]=2)[N:7]([C:11]2[CH:12]=[CH:13][N:14]=[CH:15][CH:16]=2)[N:6]=1)([CH3:4])([CH3:2])[CH3:3], predict the reactants needed to synthesize it. The reactants are: [C:1]([C:5]1[CH:9]=[C:8]([NH2:10])[N:7]([C:11]2[CH:16]=[CH:15][N:14]=[CH:13][CH:12]=2)[N:6]=1)([CH3:4])([CH3:3])[CH3:2].Cl[C:18]([O:20][C:21]1[CH:26]=[CH:25][CH:24]=[CH:23][CH:22]=1)=[O:19]. (3) Given the product [CH3:1][CH2:2][CH2:3][CH2:4][CH2:5][CH2:6][CH2:7][CH2:8][CH2:9][CH2:10][CH2:11][CH2:12][CH2:13][CH2:14][CH2:15][CH2:16][CH2:17][C:18]([O:20][CH2:21][CH:22]([O:23][C:24]([CH2:26][CH2:27][CH2:28][CH2:29][CH2:30][CH2:31][CH2:32][CH2:33][CH2:34][CH2:35][CH2:36][CH2:37][CH2:38][CH2:39][CH2:40][CH2:41][CH3:42])=[O:25])[CH2:43][O:44][C:45]([CH2:47][CH2:48][CH2:49][CH2:50][CH2:51][CH2:52][CH2:53][CH2:54][CH2:55][CH2:56][CH2:57][CH2:58][CH2:59][CH2:60][CH2:61][CH2:62][CH3:63])=[O:46])=[O:19], predict the reactants needed to synthesize it. The reactants are: [CH3:1][CH2:2][CH2:3][CH2:4][CH2:5][CH2:6][CH2:7][CH2:8]/[CH:9]=[CH:10]\[CH2:11][CH2:12][CH2:13][CH2:14][CH2:15][CH2:16][CH2:17][C:18]([O:20][CH2:21][CH:22]([CH2:43][O:44][C:45]([CH2:47][CH2:48][CH2:49][CH2:50][CH2:51][CH2:52][CH2:53]/[CH:54]=[CH:55]\[CH2:56][CH2:57][CH2:58][CH2:59][CH2:60][CH2:61][CH2:62][CH3:63])=[O:46])[O:23][C:24]([CH2:26][CH2:27][CH2:28][CH2:29][CH2:30][CH2:31][CH2:32]/[CH:33]=[CH:34]\[CH2:35][CH2:36][CH2:37][CH2:38][CH2:39][CH2:40][CH2:41][CH3:42])=[O:25])=[O:19].C(O)(=O)CCCCCCC/C=C\CCCCCCCC.C(O)(=O)CCCCCCCCCCCCCCCCC.C(O)(=O)CCCCCCCCCCCCCCC. (4) Given the product [CH2:35]([O:34][CH:33]([O:37][CH2:38][CH3:39])[CH2:32][NH:31][C:21]([C:10]1[CH:9]=[C:8]([C:5]2[CH:6]=[CH:7][C:2]([Cl:1])=[CH:3][CH:4]=2)[N:12]([C:13]2[CH:18]=[CH:17][C:16]([Cl:19])=[CH:15][C:14]=2[Cl:20])[N:11]=1)=[O:23])[CH3:36], predict the reactants needed to synthesize it. The reactants are: [Cl:1][C:2]1[CH:7]=[CH:6][C:5]([C:8]2[N:12]([C:13]3[CH:18]=[CH:17][C:16]([Cl:19])=[CH:15][C:14]=3[Cl:20])[N:11]=[C:10]([C:21]([OH:23])=O)[CH:9]=2)=[CH:4][CH:3]=1.C([NH:31][CH2:32][CH:33]([O:37][CH2:38][CH3:39])[O:34][CH2:35][CH3:36])C1C=CC=CC=1.Cl.CN(C)CCCN=C=NCC.C(N(C(C)C)CC)(C)C. (5) Given the product [Cl:1][C:2]1[CH:3]=[CH:4][C:5]2[N:31]=[CH:32][N:8]([C:9]3[N:17]=[C:16]4[C:12]([N:13]=[C:14]([CH3:24])[N:15]4[CH:18]4[CH2:23][CH2:22][O:21][CH2:20][CH2:19]4)=[C:11]([C:25]4[CH:26]=[CH:27][N:28]=[CH:29][CH:30]=4)[N:10]=3)[C:6]=2[CH:7]=1, predict the reactants needed to synthesize it. The reactants are: [Cl:1][C:2]1[CH:7]=[C:6]([NH:8][C:9]2[N:17]=[C:16]3[C:12]([N:13]=[C:14]([CH3:24])[N:15]3[CH:18]3[CH2:23][CH2:22][O:21][CH2:20][CH2:19]3)=[C:11]([C:25]3[CH:30]=[CH:29][N:28]=[CH:27][CH:26]=3)[N:10]=2)[C:5]([NH2:31])=[CH:4][CH:3]=1.[CH3:32]OC(OC)OC.CS(O)(=O)=O. (6) Given the product [N+:19]([C:22]1[CH:27]=[CH:26][C:25]([C:2]2[CH:3]=[CH:4][C:5]([C:8]([C@@H:10]3[CH2:14][CH2:13][CH2:12][C@H:11]3[C:15]([O:17][CH3:18])=[O:16])=[O:9])=[N:6][CH:7]=2)=[CH:24][CH:23]=1)([O-:21])=[O:20], predict the reactants needed to synthesize it. The reactants are: Br[C:2]1[CH:3]=[CH:4][C:5]([C:8]([CH:10]2[CH2:14][CH2:13][CH2:12][CH:11]2[C:15]([O:17][CH3:18])=[O:16])=[O:9])=[N:6][CH:7]=1.[N+:19]([C:22]1[CH:27]=[CH:26][C:25](B2OC(C)(C)C(C)(C)O2)=[CH:24][CH:23]=1)([O-:21])=[O:20].[F-].[K+]. (7) The reactants are: [CH3:1][O:2][C:3](=[O:18])[CH2:4][CH:5]([NH:9][C:10]([C:12]1[S:13][C:14]([CH3:17])=[CH:15][CH:16]=1)=[O:11])[C:6](=O)[CH3:7].C(OC(=O)C)(=O)C.OS(O)(=O)=O. Given the product [CH3:1][O:2][C:3](=[O:18])[CH2:4][C:5]1[N:9]=[C:10]([C:12]2[S:13][C:14]([CH3:17])=[CH:15][CH:16]=2)[O:11][C:6]=1[CH3:7], predict the reactants needed to synthesize it. (8) Given the product [CH3:59][O:58][C:56](=[O:57])[NH:55][C@@H:51]([C@H:50]([O:49][CH3:48])[CH3:60])[C:52]([N:41]1[C@@H:42]([CH3:45])[CH2:43][CH2:44][C@H:40]1[C:38]1[NH:37][C:36]2[C:46]3[C:32]([CH:33]=[CH:34][C:35]=2[N:39]=1)=[CH:31][C:30]1[C:24]2[C:25]([CH2:27][O:28][C:29]=1[CH:47]=3)=[CH:26][C:21]([C:18]1[NH:17][C:16]([C@@H:6]3[CH2:5][C@H:4]([CH2:3][O:2][CH3:1])[CH2:8][NH:7]3)=[N:20][CH:19]=1)=[CH:22][CH:23]=2)=[O:53], predict the reactants needed to synthesize it. The reactants are: [CH3:1][O:2][CH2:3][C@@H:4]1[CH2:8][N:7](C(OC(C)(C)C)=O)[C@H:6]([C:16]2[NH:17][C:18]([C:21]3[CH:26]=[C:25]4[CH2:27][O:28][C:29]5[CH:47]=[C:46]6[C:32]([CH:33]=[CH:34][C:35]7[N:39]=[C:38]([C@@H:40]8[CH2:44][CH2:43][C@H:42]([CH3:45])[NH:41]8)[NH:37][C:36]=76)=[CH:31][C:30]=5[C:24]4=[CH:23][CH:22]=3)=[CH:19][N:20]=2)[CH2:5]1.[CH3:48][O:49][C@H:50]([CH3:60])[C@H:51]([NH:55][C:56]([O:58][CH3:59])=[O:57])[C:52](O)=[O:53].CN(C(ON1N=NC2C=CC=NC1=2)=[N+](C)C)C.F[P-](F)(F)(F)(F)F.CCN(C(C)C)C(C)C.C(=O)(O)[O-].[Na+]. (9) Given the product [ClH:13].[CH2:8]([NH:10][C:11](=[O:12])[O:41][CH2:40][C:35]1[CH:36]=[CH:37][CH:38]=[CH:39][C:34]=1[C:33]1[C:27]2[S:26][C:25]([C:23]([NH:22][C@@H:16]3[CH:17]4[CH2:18][CH2:19][N:14]([CH2:21][CH2:20]4)[CH2:15]3)=[O:24])=[CH:29][C:28]=2[CH:30]=[CH:31][CH:32]=1)[CH3:9], predict the reactants needed to synthesize it. The reactants are: C(N(CC)CC)C.[CH2:8]([N:10]=[C:11]=[O:12])[CH3:9].[ClH:13].[N:14]12[CH2:21][CH2:20][CH:17]([CH2:18][CH2:19]1)[C@@H:16]([NH:22][C:23]([C:25]1[S:26][C:27]3[C:33]([C:34]4[CH:39]=[CH:38][CH:37]=[CH:36][C:35]=4[CH2:40][OH:41])=[CH:32][CH:31]=[CH:30][C:28]=3[CH:29]=1)=[O:24])[CH2:15]2.C1COCC1. (10) Given the product [CH3:17][O:16][C:15](=[O:18])[NH:7][C:8]1[CH:9]=[N:10][CH:11]=[CH:12][C:13]=1[CH3:14], predict the reactants needed to synthesize it. The reactants are: CC(C)([O-])C.[K+].[NH2:7][C:8]1[CH:9]=[N:10][CH:11]=[CH:12][C:13]=1[CH3:14].[C:15](=O)([O:18]C)[O:16][CH3:17].